From a dataset of Full USPTO retrosynthesis dataset with 1.9M reactions from patents (1976-2016). Predict the reactants needed to synthesize the given product. (1) Given the product [CH3:4][C:2]([C:5]1[CH:6]=[CH:7][C:8]([CH2:11][N:12]2[C:17](=[O:18])[C:16]([C:34]([NH:33][CH2:49][C:50]([OH:52])=[O:51])=[O:35])=[C:15]([OH:19])[N:14]([C:20]3[CH:21]=[N:22][CH:23]=[CH:24][CH:25]=3)[C:13]2=[O:26])=[CH:9][CH:10]=1)([CH3:1])[CH3:3], predict the reactants needed to synthesize it. The reactants are: [CH3:1][C:2]([C:5]1[CH:10]=[CH:9][C:8]([CH2:11][N:12]2[C:17](=[O:18])[CH2:16][C:15](=[O:19])[N:14]([C:20]3[CH:21]=[N:22][CH:23]=[CH:24][CH:25]=3)[C:13]2=[O:26])=[CH:7][CH:6]=1)([CH3:4])[CH3:3].C1C=NC=C([N:33]=[C:34]=[O:35])C=1.C(C1C=CC(CN)=CC=1)(C)(C)C.C(OCC)(=O)[CH2:49][C:50]([O:52]CC)=[O:51].[O-]CC.[Na+]. (2) Given the product [CH:1]([O:3][CH2:4][CH2:5][CH2:7][CH2:11][OH:12])=[CH2:2].[CH:1]([O:3][CH2:4][CH:5]([CH3:7])[CH3:6])=[CH2:2], predict the reactants needed to synthesize it. The reactants are: [CH:1]([O:3][CH2:4][CH:5]([CH3:7])[CH3:6])=[CH2:2].N(C(C)(C)C(OC)=O)=NC(C)(C)[C:11](OC)=[O:12]. (3) Given the product [CH:30]([OH:32])=[O:31].[NH2:17][C:10]1[CH2:11][O:12][CH2:13][C:14]([F:15])([F:16])[C@:8]([C:6]2[CH:7]=[C:2]([NH:1][C:30]([C:28]3[CH:27]=[N:26][CH:25]=[C:24]([O:23][CH2:22][C:21]([F:34])([F:33])[F:20])[N:29]=3)=[O:31])[CH:3]=[CH:4][C:5]=2[F:19])([CH3:18])[N:9]=1, predict the reactants needed to synthesize it. The reactants are: [NH2:1][C:2]1[CH:3]=[CH:4][C:5]([F:19])=[C:6]([C@:8]2([CH3:18])[C:14]([F:16])([F:15])[CH2:13][O:12][CH2:11][C:10]([NH2:17])=[N:9]2)[CH:7]=1.[F:20][C:21]([F:34])([F:33])[CH2:22][O:23][C:24]1[N:29]=[C:28]([C:30]([OH:32])=[O:31])[CH:27]=[N:26][CH:25]=1. (4) Given the product [CH2:13]([C:3]1[C:2]([B:30]2[O:34][C:33]([CH3:36])([CH3:35])[C:32]([CH3:38])([CH3:37])[O:31]2)=[CH:11][C:6]([C:7]([O:9][CH3:10])=[O:8])=[C:5]([OH:12])[CH:4]=1)[CH3:14], predict the reactants needed to synthesize it. The reactants are: Br[C:2]1[C:3]([CH2:13][CH3:14])=[CH:4][C:5]([OH:12])=[C:6]([CH:11]=1)[C:7]([O:9][CH3:10])=[O:8].BrC1C(O)=C(C=C(Br)C=1CC)C(OC)=O.[B:30]1([B:30]2[O:34][C:33]([CH3:36])([CH3:35])[C:32]([CH3:38])([CH3:37])[O:31]2)[O:34][C:33]([CH3:36])([CH3:35])[C:32]([CH3:38])([CH3:37])[O:31]1.C([O-])(=O)C.[K+]. (5) Given the product [CH3:1][O:2][C:3]1[CH:4]=[C:5]([CH:11]2[CH2:16][CH2:15][CH2:14][N:13]([CH2:21][C@H:19]([OH:20])[C:18]([F:23])([F:22])[F:17])[CH2:12]2)[CH:6]=[C:7]([O:9][CH3:10])[CH:8]=1, predict the reactants needed to synthesize it. The reactants are: [CH3:1][O:2][C:3]1[CH:4]=[C:5]([CH:11]2[CH2:16][CH2:15][CH2:14][NH:13][CH2:12]2)[CH:6]=[C:7]([O:9][CH3:10])[CH:8]=1.[F:17][C:18]([F:23])([F:22])[C@@H:19]1[CH2:21][O:20]1. (6) Given the product [NH2:13][C:9]1[N:10]=[CH:11][N:12]=[C:7]([N:6]2[C:5]3[CH:14]=[CH:15][CH:16]=[CH:17][C:4]=3[N:3]=[C:2]2[NH:36][C:40]2[CH:39]=[C:23]([N+:25]([O-:27])=[O:26])[CH:22]=[CH:21][C:20]=2[CH3:19])[CH:8]=1, predict the reactants needed to synthesize it. The reactants are: Cl[C:2]1[N:6]([C:7]2[N:12]=[CH:11][N:10]=[C:9]([NH2:13])[CH:8]=2)[C:5]2[CH:14]=[CH:15][CH:16]=[CH:17][C:4]=2[N:3]=1.C[C:19]1C=[C:23]([N+:25]([O-:27])=[O:26])[CH:22]=[CH:21][C:20]=1N.CS(O)(=O)=O.O.C[N:36]1[CH2:40][CH2:39]N(C)C1=O.